From a dataset of Peptide-MHC class I binding affinity with 185,985 pairs from IEDB/IMGT. Regression. Given a peptide amino acid sequence and an MHC pseudo amino acid sequence, predict their binding affinity value. This is MHC class I binding data. (1) The peptide sequence is KLIEPVNAI. The MHC is HLA-A32:01 with pseudo-sequence HLA-A32:01. The binding affinity (normalized) is 0.780. (2) The peptide sequence is SVLEVFEGR. The MHC is HLA-A33:01 with pseudo-sequence HLA-A33:01. The binding affinity (normalized) is 0.638.